From a dataset of Forward reaction prediction with 1.9M reactions from USPTO patents (1976-2016). Predict the product of the given reaction. (1) Given the reactants [NH:1]1[CH2:6][CH2:5][CH:4]([CH2:7][OH:8])[CH2:3][CH2:2]1.[C:9](O[C:9]([O:11][C:12]([CH3:15])([CH3:14])[CH3:13])=[O:10])([O:11][C:12]([CH3:15])([CH3:14])[CH3:13])=[O:10].[Na+].C(=O)([O-])[O-].[Na+].C(OCC)(=O)C, predict the reaction product. The product is: [OH:8][CH2:7][CH:4]1[CH2:5][CH2:6][N:1]([C:9]([O:11][C:12]([CH3:15])([CH3:14])[CH3:13])=[O:10])[CH2:2][CH2:3]1. (2) Given the reactants [NH2:1][C:2]1[CH:3]=[CH:4][C:5]([CH3:25])=[C:6]([CH:24]=1)[NH:7][C:8]1[CH:13]=[C:12]([C:14]([F:17])([F:16])[F:15])[N:11]=[C:10]([C:18]2[CH:23]=[CH:22][N:21]=[CH:20][CH:19]=2)[N:9]=1.[C:26]1([CH3:35])[CH:31]=[CH:30][C:29]([C:32](Cl)=[O:33])=[CH:28][CH:27]=1.O, predict the reaction product. The product is: [CH3:35][C:26]1[CH:31]=[CH:30][C:29]([C:32]([NH:1][C:2]2[CH:3]=[CH:4][C:5]([CH3:25])=[C:6]([NH:7][C:8]3[CH:13]=[C:12]([C:14]([F:16])([F:17])[F:15])[N:11]=[C:10]([C:18]4[CH:23]=[CH:22][N:21]=[CH:20][CH:19]=4)[N:9]=3)[CH:24]=2)=[O:33])=[CH:28][CH:27]=1. (3) Given the reactants [CH3:1][C:2]([O:5][C:6]([NH:8][CH2:9][C:10]([OH:12])=O)=[O:7])([CH3:4])[CH3:3].C(N1CCOCC1)C.C1C=CC2N(O)N=NC=2C=1.C(Cl)CCl.Cl.[CH3:36][CH:37]([O:39][C:40]1[CH:47]=[CH:46][C:45]([C:48]2[O:52][N:51]=[C:50]([C:53]3[CH:63]=[CH:62][C:56]4[CH2:57][CH2:58][NH:59][CH2:60][CH2:61][C:55]=4[CH:54]=3)[N:49]=2)=[CH:44][C:41]=1[C:42]#[N:43])[CH3:38], predict the reaction product. The product is: [C:42]([C:41]1[CH:44]=[C:45]([C:48]2[O:52][N:51]=[C:50]([C:53]3[CH:63]=[CH:62][C:56]4[CH2:57][CH2:58][N:59]([C:10](=[O:12])[CH2:9][NH:8][C:6](=[O:7])[O:5][C:2]([CH3:1])([CH3:3])[CH3:4])[CH2:60][CH2:61][C:55]=4[CH:54]=3)[N:49]=2)[CH:46]=[CH:47][C:40]=1[O:39][CH:37]([CH3:38])[CH3:36])#[N:43]. (4) Given the reactants CS(O[CH2:6][C@@H:7]1[CH2:9][C@H:8]1[C:10]([O:12][CH2:13][CH3:14])=[O:11])(=O)=O.[CH3:15][NH2:16], predict the reaction product. The product is: [CH3:15][NH:16][CH2:6][C@@H:7]1[CH2:9][C@H:8]1[C:10]([O:12][CH2:13][CH3:14])=[O:11]. (5) Given the reactants [Cl:1][C:2]1[CH:7]=[CH:6][CH:5]=[CH:4][C:3]=1[S:8]([N:11]1[CH2:21][CH2:20][C:14]2([C:18](=[O:19])[NH:17][CH2:16][CH2:15]2)[CH2:13][CH2:12]1)(=[O:10])=[O:9].I[C:23]1[CH:28]=[CH:27][C:26]([C:29]([F:32])([F:31])[F:30])=[CH:25][CH:24]=1.CC(C)([O-])C.[Na+].C1(C)C=CC=CC=1, predict the reaction product. The product is: [Cl:1][C:2]1[CH:7]=[CH:6][CH:5]=[CH:4][C:3]=1[S:8]([N:11]1[CH2:21][CH2:20][C:14]2([C:18](=[O:19])[N:17]([C:23]3[CH:28]=[CH:27][C:26]([C:29]([F:32])([F:31])[F:30])=[CH:25][CH:24]=3)[CH2:16][CH2:15]2)[CH2:13][CH2:12]1)(=[O:9])=[O:10]. (6) Given the reactants [N:1]1([C:7]2[CH:16]=[CH:15][CH:14]=[C:13]3[C:8]=2[CH:9]=[CH:10][C:11]([C:17]([F:20])([F:19])[F:18])=[N:12]3)[CH2:6][CH2:5][NH:4][CH2:3][CH2:2]1.[Br:21][C:22]1[C:23]([OH:32])=[C:24]([CH2:29][CH:30]=O)[C:25]([F:28])=[CH:26][CH:27]=1.[O-]S([O-])(=O)=O.[Na+].[Na+].C(O[BH-](OC(=O)C)OC(=O)C)(=O)C.[Na+].[NH4+].[Cl-], predict the reaction product. The product is: [Br:21][C:22]1[C:23]([OH:32])=[C:24]([CH2:29][CH2:30][N:4]2[CH2:5][CH2:6][N:1]([C:7]3[CH:16]=[CH:15][CH:14]=[C:13]4[C:8]=3[CH:9]=[CH:10][C:11]([C:17]([F:20])([F:18])[F:19])=[N:12]4)[CH2:2][CH2:3]2)[C:25]([F:28])=[CH:26][CH:27]=1. (7) Given the reactants [Br:1][CH2:2][C:3]([C:5]1[CH:10]=[CH:9][C:8]([S:11][CH3:12])=[CH:7][CH:6]=1)=[O:4].ClC1C=CC=C(C(OO)=[O:21])C=1.ClC1C=C(C=CC=1)C(O)=O, predict the reaction product. The product is: [Br:1][CH2:2][C:3]([C:5]1[CH:10]=[CH:9][C:8]([S:11]([CH3:12])=[O:21])=[CH:7][CH:6]=1)=[O:4]. (8) Given the reactants [C:1]([C:3]1[CH:8]=[CH:7][CH:6]=[CH:5][C:4]=1[C:9]1[CH:14]=[CH:13][C:12]([CH2:15][C:16]2[C:17](=[O:54])[N:18]([C@H:28]3[CH2:33][CH2:32][C@H:31]([O:34][CH:35]([CH2:41][CH2:42]OS(C4C=CC(C)=CC=4)(=O)=O)[C:36]([O:38][CH2:39][CH3:40])=[O:37])[CH2:30][CH2:29]3)[C:19]3[N:20]([N:25]=[CH:26][N:27]=3)[C:21]=2[CH2:22][CH2:23][CH3:24])=[CH:11][CH:10]=1)#[N:2].CC(C)([O-])C.[K+].Cl, predict the reaction product. The product is: [C:1]([C:3]1[CH:8]=[CH:7][CH:6]=[CH:5][C:4]=1[C:9]1[CH:10]=[CH:11][C:12]([CH2:15][C:16]2[C:17](=[O:54])[N:18]([C@H:28]3[CH2:33][CH2:32][C@H:31]([O:34][C:35]4([C:36]([O:38][CH2:39][CH3:40])=[O:37])[CH2:42][CH2:41]4)[CH2:30][CH2:29]3)[C:19]3[N:20]([N:25]=[CH:26][N:27]=3)[C:21]=2[CH2:22][CH2:23][CH3:24])=[CH:13][CH:14]=1)#[N:2]. (9) Given the reactants C1(CN2C3C(=CC=CC=3OC)C(C(N)=O)=C2)CCCCC1.COC(=O)C(Cl)C=O.C[O:31][C:32]([C:34]1[O:38][C:37]([C:39]2[C:47]3[C:42](=[C:43]([O:48][CH3:49])[CH:44]=[CH:45][CH:46]=3)[N:41]([CH2:50][CH:51]3[CH2:56][CH2:55][CH2:54][CH2:53][CH2:52]3)[CH:40]=2)=[N:36][CH:35]=1)=O.C1(CN2C3C(=CC=CC=3OC)C(C3OC=CN=3)=C2)CCCCC1.[H-].[Al+3].[Li+].[H-].[H-].[H-].O.O.O.O.O.O.O.O.O.O.S([O-])([O-])(=O)=O.[Na+].[Na+], predict the reaction product. The product is: [CH:51]1([CH2:50][N:41]2[C:42]3[C:47](=[CH:46][CH:45]=[CH:44][C:43]=3[O:48][CH3:49])[C:39]([C:37]3[O:38][C:34]([CH2:32][OH:31])=[CH:35][N:36]=3)=[CH:40]2)[CH2:56][CH2:55][CH2:54][CH2:53][CH2:52]1.